This data is from Full USPTO retrosynthesis dataset with 1.9M reactions from patents (1976-2016). The task is: Predict the reactants needed to synthesize the given product. (1) Given the product [Br:1][C:2]1[CH:7]=[CH:6][C:5]([C:8]2([C:9]#[N:10])[CH2:14][CH2:13]2)=[CH:4][C:3]=1[F:11], predict the reactants needed to synthesize it. The reactants are: [Br:1][C:2]1[CH:7]=[CH:6][C:5]([CH2:8][C:9]#[N:10])=[CH:4][C:3]=1[F:11].Br[CH2:13][CH2:14]Br.[OH-].[Na+]. (2) Given the product [CH3:48][O:47][C:43]1[CH:42]=[C:41]([C:11]2[NH:10][C:14]3[N:15]=[CH:16][N:17]=[C:18]([N:19]4[CH2:20][CH2:21][CH:22]([C:25]5[NH:26][C:27]([C:34]6[CH:35]=[CH:36][C:37]([CH3:40])=[CH:38][CH:39]=6)=[C:28]([C:30]([F:33])([F:32])[F:31])[N:29]=5)[CH2:23][CH2:24]4)[C:13]=3[CH:12]=2)[CH:46]=[CH:45][N:44]=1, predict the reactants needed to synthesize it. The reactants are: C1(S([N:10]2[C:14]3[N:15]=[CH:16][N:17]=[C:18]([N:19]4[CH2:24][CH2:23][CH:22]([C:25]5[NH:26][C:27]([C:34]6[CH:39]=[CH:38][C:37]([CH3:40])=[CH:36][CH:35]=6)=[C:28]([C:30]([F:33])([F:32])[F:31])[N:29]=5)[CH2:21][CH2:20]4)[C:13]=3[CH:12]=[C:11]2[C:41]2[CH:46]=[CH:45][N:44]=[C:43]([O:47][CH3:48])[CH:42]=2)(=O)=O)C=CC=CC=1.[OH-].[K+]. (3) Given the product [Br:1][C:10]1[CH:9]=[C:8]([C:11]2[C:12](=[O:21])[NH:13][C:14]3([CH2:20][CH2:19][CH2:18][CH2:17][CH2:16]3)[N:15]=2)[CH:7]=[CH:6][C:5]=1[O:4][CH3:3], predict the reactants needed to synthesize it. The reactants are: [Br:1]Br.[CH3:3][O:4][C:5]1[CH:10]=[CH:9][C:8]([C:11]2[C:12](=[O:21])[NH:13][C:14]3([CH2:20][CH2:19][CH2:18][CH2:17][CH2:16]3)[N:15]=2)=[CH:7][CH:6]=1. (4) Given the product [CH2:1]([O:3][C:4]([C:5]1[CH:17]=[C:18]2[CH:23]=[CH:22][N:21]=[CH:20][N:19]2[C:6]=1[NH:8][C:9]1[CH:14]=[CH:13][C:12]([I:15])=[CH:11][C:10]=1[F:16])=[O:24])[CH3:2], predict the reactants needed to synthesize it. The reactants are: [CH2:1]([O:3][C:4](=[O:24])[CH:5]([CH2:17][C:18]1[CH:23]=[CH:22][N:21]=[CH:20][N:19]=1)[C:6]([NH:8][C:9]1[CH:14]=[CH:13][C:12]([I:15])=[CH:11][C:10]=1[F:16])=O)[CH3:2].O(Cl)Cl.[P+5].